From a dataset of Peptide-MHC class I binding affinity with 185,985 pairs from IEDB/IMGT. Regression. Given a peptide amino acid sequence and an MHC pseudo amino acid sequence, predict their binding affinity value. This is MHC class I binding data. (1) The binding affinity (normalized) is 0.254. The MHC is HLA-A03:01 with pseudo-sequence HLA-A03:01. The peptide sequence is TIERIFNAK. (2) The peptide sequence is LARFPCNVI. The MHC is HLA-A02:11 with pseudo-sequence HLA-A02:11. The binding affinity (normalized) is 0.0847. (3) The peptide sequence is RDLLFKLLEYS. The MHC is H-2-Db with pseudo-sequence H-2-Db. The binding affinity (normalized) is 0.0102. (4) The peptide sequence is ITLWQRPIV. The MHC is HLA-B40:02 with pseudo-sequence HLA-B40:02. The binding affinity (normalized) is 0.170. (5) The peptide sequence is FQAGMRLYF. The MHC is HLA-A26:01 with pseudo-sequence HLA-A26:01. The binding affinity (normalized) is 0.0847. (6) The peptide sequence is ELFYILIAK. The MHC is HLA-B07:02 with pseudo-sequence HLA-B07:02. The binding affinity (normalized) is 0.0847. (7) The peptide sequence is ETDQMDTIY. The MHC is HLA-B39:01 with pseudo-sequence HLA-B39:01. The binding affinity (normalized) is 0.213. (8) The peptide sequence is IVQSVLRDI. The MHC is HLA-A02:02 with pseudo-sequence HLA-A02:02. The binding affinity (normalized) is 0.